From a dataset of Full USPTO retrosynthesis dataset with 1.9M reactions from patents (1976-2016). Predict the reactants needed to synthesize the given product. (1) Given the product [Cl:9][C:10]1[C:18]([I:1])=[C:13]2[CH:14]=[CH:15][CH:16]=[CH:17][N:12]2[N:11]=1, predict the reactants needed to synthesize it. The reactants are: [I:1]N1C(=O)CCC1=O.[Cl:9][C:10]1[CH:18]=[C:13]2[CH:14]=[CH:15][CH:16]=[CH:17][N:12]2[N:11]=1. (2) Given the product [CH2:17]([N:18]1[C:4](=[NH:5])[C:3]2[C:6](=[CH:7][N:8]=[CH:9][C:2]=2[CH3:1])[S:10]1(=[O:30])=[O:28])[C:16]1[CH:15]=[CH:22][CH:24]=[CH:23][CH:19]=1, predict the reactants needed to synthesize it. The reactants are: [CH3:1][C:2]1[CH:9]=[N:8][CH:7]=[C:6]([S:10]CCC)[C:3]=1[C:4]#[N:5].Br[C:15]1[CH:22]=NC=[C:19]([CH3:23])[C:16]=1[C:17]#[N:18].[CH2:24](S)CC.[OH-:28].[K+].[OH2:30]. (3) Given the product [C:40]([C:39]1[CH:38]=[CH:37][C:36]([N:35]2[C:31]([C:2]3[C:3]([CH3:25])=[C:4]([C:15]4[CH:20]=[CH:19][CH:18]=[C:17]([C:21]([F:22])([F:24])[F:23])[CH:16]=4)[C:5]4[N:6]([N:8]=[C:9]([NH:11][C:12](=[O:14])[CH3:13])[N:10]=4)[CH:7]=3)=[CH:32][CH:33]=[N:34]2)=[CH:43][CH:42]=1)#[N:41], predict the reactants needed to synthesize it. The reactants are: Br[C:2]1[C:3]([CH3:25])=[C:4]([C:15]2[CH:20]=[CH:19][CH:18]=[C:17]([C:21]([F:24])([F:23])[F:22])[CH:16]=2)[C:5]2[N:6]([N:8]=[C:9]([NH:11][C:12](=[O:14])[CH3:13])[N:10]=2)[CH:7]=1.C([Sn](CCCC)(CCCC)[C:31]1[N:35]([C:36]2[CH:43]=[CH:42][C:39]([C:40]#[N:41])=[CH:38][CH:37]=2)[N:34]=[CH:33][CH:32]=1)CCC. (4) Given the product [F:34][C:35]1[CH:36]=[CH:37][C:38]([NH:41][NH:42][C:9]([C@@H:5]2[CH2:4][C@H:3]([N:2]([CH3:1])[CH3:12])[CH2:7][N:6]2[CH3:8])=[O:11])=[N:39][CH:40]=1, predict the reactants needed to synthesize it. The reactants are: [CH3:1][N:2]([CH3:12])[C@@H:3]1[CH2:7][N:6]([CH3:8])[C@H:5]([C:9]([OH:11])=O)[CH2:4]1.CCN=C=NCCCN(C)C.C1C=CC2N(O)N=NC=2C=1.[F:34][C:35]1[CH:36]=[CH:37][C:38]([NH:41][NH2:42])=[N:39][CH:40]=1. (5) Given the product [CH2:1]([O:8][C:9]([N:11]1[CH2:15][CH2:14][CH:13]([C:16]2[NH:20][N:19]=[N:18][N:17]=2)[CH2:12]1)=[O:10])[C:2]1[CH:3]=[CH:4][CH:5]=[CH:6][CH:7]=1, predict the reactants needed to synthesize it. The reactants are: [CH2:1]([O:8][C:9]([N:11]1[CH2:15][CH2:14][CH:13]([C:16]#[N:17])[CH2:12]1)=[O:10])[C:2]1[CH:7]=[CH:6][CH:5]=[CH:4][CH:3]=1.[N-:18]=[N+:19]=[N-:20].[Na+].[Cl-].[NH4+].C(Cl)Cl.